Dataset: Forward reaction prediction with 1.9M reactions from USPTO patents (1976-2016). Task: Predict the product of the given reaction. (1) Given the reactants [CH3:1][O:2][C:3](=[O:15])[C:4]1[CH:9]=[CH:8][C:7]([C:10](OC)([CH3:12])[CH3:11])=[CH:6][CH:5]=1.[CH2:16]([Si](C)(C)C)[CH:17]=C.[CH2:23](Cl)Cl, predict the reaction product. The product is: [CH3:1][O:2][C:3](=[O:15])[C:4]1[CH:9]=[CH:8][C:7]([C:10]([CH3:23])([CH3:12])[CH2:11][CH:16]=[CH2:17])=[CH:6][CH:5]=1. (2) The product is: [CH3:16][N:14]([CH3:15])[CH:13]=[C:7]([C:6]([C:2]1[S:1][CH:5]=[CH:4][CH:3]=1)=[O:10])[C:8]#[N:9]. Given the reactants [S:1]1[CH:5]=[CH:4][CH:3]=[C:2]1[C:6]1[O:10][N:9]=[CH:8][CH:7]=1.CO[CH:13](OC)[N:14]([CH3:16])[CH3:15], predict the reaction product. (3) Given the reactants [CH3:1][O:2][C:3]1[CH:4]=[C:5]([NH:9][C:10]2[C:11]3[S:18][C:17]([C:19]4[CH:24]=[CH:23][C:22](Br)=[CH:21][CH:20]=4)=[CH:16][C:12]=3[N:13]=[CH:14][N:15]=2)[CH:6]=[CH:7][CH:8]=1.[OH:26][CH2:27][CH2:28][N:29]1[CH2:34][CH2:33][O:32][CH2:31][CH2:30]1.C1(P(C2C=CC=CC=2)C2C=CC=CC=2)C=CC=CC=1.CC(OC(/N=N/C(OC(C)C)=O)=O)C, predict the reaction product. The product is: [CH3:1][O:2][C:3]1[CH:4]=[C:5]([NH:9][C:10]2[C:11]3[S:18][C:17]([C:19]4[CH:24]=[CH:23][C:22]([O:26][CH2:27][CH2:28][N:29]5[CH2:34][CH2:33][O:32][CH2:31][CH2:30]5)=[CH:21][CH:20]=4)=[CH:16][C:12]=3[N:13]=[CH:14][N:15]=2)[CH:6]=[CH:7][CH:8]=1. (4) Given the reactants C(O)=O.[NH2:4][CH2:5][CH2:6][C:7]1[CH:23]=[CH:22][C:10]([NH:11][CH:12]2[CH2:17][CH2:16][N:15]([C:18]([NH:20][CH3:21])=[O:19])[CH2:14][CH2:13]2)=[CH:9][CH:8]=1.C([Si]([O:41][C:42]1[CH:47]=[CH:46][C:45]([O:48][CH2:49][CH:50]2[CH2:52][O:51]2)=[CH:44][CH:43]=1)(C1C=CC=CC=1)C1C=CC=CC=1)(C)(C)C, predict the reaction product. The product is: [CH3:21][NH:20][C:18]([N:15]1[CH2:16][CH2:17][CH:12]([NH:11][C:10]2[CH:9]=[CH:8][C:7]([CH2:6][CH2:5][NH:4][CH2:52][C@H:50]([OH:51])[CH2:49][O:48][C:45]3[CH:46]=[CH:47][C:42]([OH:41])=[CH:43][CH:44]=3)=[CH:23][CH:22]=2)[CH2:13][CH2:14]1)=[O:19].